From a dataset of Forward reaction prediction with 1.9M reactions from USPTO patents (1976-2016). Predict the product of the given reaction. (1) Given the reactants [OH:1][C@:2]([CH3:11])([CH2:9][OH:10])[C:3]([N:5]([O:7][CH3:8])[CH3:6])=[O:4].CO[C:14](OC)([CH3:16])[CH3:15].O.CC1C=CC(S(O)(=O)=O)=CC=1, predict the reaction product. The product is: [CH3:8][O:7][N:5]([CH3:6])[C:3]([C@@:2]1([CH3:11])[CH2:9][O:10][C:14]([CH3:16])([CH3:15])[O:1]1)=[O:4]. (2) Given the reactants [C:1]([Si:5]([O:8][CH2:9][C:10]1([CH2:16][CH3:17])[CH2:15][CH2:14][CH:13]=[CH:12][O:11]1)([CH3:7])[CH3:6])([CH3:4])([CH3:3])[CH3:2].[OH:18]O.[OH-].[Na+], predict the reaction product. The product is: [Si:5]([O:8][CH2:9][C:10]1([CH2:16][CH3:17])[O:11][CH2:12][CH:13]([OH:18])[CH2:14][CH2:15]1)([C:1]([CH3:4])([CH3:3])[CH3:2])([CH3:7])[CH3:6]. (3) The product is: [CH3:18][S:19]([CH2:22][C:23]1[S:24][CH:2]=[C:3]([C:5]2[C:10](=[O:11])[NH:9][C:8]([CH3:12])=[C:7]([C:13]([O:15][CH2:16][CH3:17])=[O:14])[CH:6]=2)[N:25]=1)(=[O:21])=[O:20]. Given the reactants Br[CH2:2][C:3]([C:5]1[C:10](=[O:11])[NH:9][C:8]([CH3:12])=[C:7]([C:13]([O:15][CH2:16][CH3:17])=[O:14])[CH:6]=1)=O.[CH3:18][S:19]([CH2:22][C:23]([NH2:25])=[S:24])(=[O:21])=[O:20], predict the reaction product. (4) Given the reactants FC(F)(F)S(O[CH2:7][C:8]([F:11])([F:10])[F:9])(=O)=O.C(N(CC)C(C)C)(C)C.[O:23]1[CH2:28][CH2:27][N:26]([C:29]2[CH:34]=[C:33]([C:35]3[C:48]4[S:47][C:46]5[C:41](=[CH:42][C:43]([NH:49][CH:50]6[CH2:55][CH2:54][NH:53][CH2:52][CH2:51]6)=[CH:44][CH:45]=5)[S:40][C:39]=4[CH:38]=[CH:37][CH:36]=3)[NH:32][C:31](=[O:56])[CH:30]=2)[CH2:25][CH2:24]1.C(OCC)(=O)C, predict the reaction product. The product is: [O:23]1[CH2:24][CH2:25][N:26]([C:29]2[CH:34]=[C:33]([C:35]3[C:48]4[S:47][C:46]5[C:41](=[CH:42][C:43]([NH:49][CH:50]6[CH2:51][CH2:52][N:53]([CH2:7][C:8]([F:9])([F:10])[F:11])[CH2:54][CH2:55]6)=[CH:44][CH:45]=5)[S:40][C:39]=4[CH:38]=[CH:37][CH:36]=3)[NH:32][C:31](=[O:56])[CH:30]=2)[CH2:27][CH2:28]1. (5) Given the reactants [NH2:1][C:2]1[S:3][CH:4]=[C:5]([CH2:7][C:8]([O:10][CH2:11][CH3:12])=[O:9])[N:6]=1.[CH3:13][C:14]([O:17][C:18](O[C:18]([O:17][C:14]([CH3:16])([CH3:15])[CH3:13])=[O:19])=[O:19])([CH3:16])[CH3:15], predict the reaction product. The product is: [C:14]([O:17][C:18]([NH:1][C:2]1[S:3][CH:4]=[C:5]([CH2:7][C:8]([O:10][CH2:11][CH3:12])=[O:9])[N:6]=1)=[O:19])([CH3:16])([CH3:15])[CH3:13]. (6) Given the reactants [C:1]([CH2:3][C:4]([NH:6][C:7]1[CH:12]=[C:11]([O:13][CH3:14])[C:10]([Cl:15])=[CH:9][C:8]=1[Cl:16])=[O:5])#[N:2].[NH2:17][C:18]1[CH:19]=[CH:20][C:21]([Br:26])=[C:22]([O:24][CH3:25])[CH:23]=1.[CH2:27](OC(OCC)OCC)C, predict the reaction product. The product is: [Br:26][C:21]1[CH:20]=[CH:19][C:18]([NH:17][CH:27]=[C:3]([C:1]#[N:2])[C:4]([NH:6][C:7]2[CH:12]=[C:11]([O:13][CH3:14])[C:10]([Cl:15])=[CH:9][C:8]=2[Cl:16])=[O:5])=[CH:23][C:22]=1[O:24][CH3:25].